Dataset: Forward reaction prediction with 1.9M reactions from USPTO patents (1976-2016). Task: Predict the product of the given reaction. (1) The product is: [Cl:36][C:33]1[CH:34]=[CH:35][C:30]([C:9]2([CH3:39])[C:10]3[N:11]([CH:27]([CH3:28])[CH3:29])[C:12]([C:17]4[C:18]([O:25][CH3:26])=[N:19][C:20]([O:23][CH3:24])=[N:21][CH:22]=4)=[N:13][C:14]=3[C:15](=[O:16])[N:8]2[C:6]2[CH:7]=[C:2]([Cl:1])[CH:3]=[CH:4][C:5]=2[CH3:38])=[C:31]([CH3:37])[CH:32]=1. Given the reactants [Cl:1][C:2]1[CH:3]=[CH:4][C:5]([CH3:38])=[C:6]([N:8]2[C:15](=[O:16])[C:14]3[N:13]=[C:12]([C:17]4[C:18]([O:25][CH3:26])=[N:19][C:20]([O:23][CH3:24])=[N:21][CH:22]=4)[N:11]([CH:27]([CH3:29])[CH3:28])[C:10]=3[C@H:9]2[C:30]2[CH:35]=[CH:34][C:33]([Cl:36])=[CH:32][C:31]=2[CH3:37])[CH:7]=1.[CH3:39][Si]([N-][Si](C)(C)C)(C)C.[K+].CI, predict the reaction product. (2) The product is: [C:1]([O:5][C:6](=[O:16])[C@H:7]([CH2:9][C:10]1[CH:15]=[CH:14][CH:13]=[CH:12][CH:11]=1)[NH:8][S:35]([C:32]1[CH:33]=[C:34]2[C:29]([C:28]([Cl:39])=[CH:27][N:26]=[C:25]2[Cl:24])=[CH:30][CH:31]=1)(=[O:37])=[O:36])([CH3:4])([CH3:2])[CH3:3]. Given the reactants [C:1]([O:5][C:6](=[O:16])[C@H:7]([CH2:9][C:10]1[CH:15]=[CH:14][CH:13]=[CH:12][CH:11]=1)[NH2:8])([CH3:4])([CH3:3])[CH3:2].CCN(CC)CC.[Cl:24][C:25]1[C:34]2[C:29](=[CH:30][CH:31]=[C:32]([S:35](Cl)(=[O:37])=[O:36])[CH:33]=2)[C:28]([Cl:39])=[CH:27][N:26]=1, predict the reaction product.